Regression. Given two drug SMILES strings and cell line genomic features, predict the synergy score measuring deviation from expected non-interaction effect. From a dataset of NCI-60 drug combinations with 297,098 pairs across 59 cell lines. (1) Drug 2: CCC1(CC2CC(C3=C(CCN(C2)C1)C4=CC=CC=C4N3)(C5=C(C=C6C(=C5)C78CCN9C7C(C=CC9)(C(C(C8N6C)(C(=O)OC)O)OC(=O)C)CC)OC)C(=O)OC)O.OS(=O)(=O)O. Synergy scores: CSS=35.6, Synergy_ZIP=15.8, Synergy_Bliss=19.2, Synergy_Loewe=21.1, Synergy_HSA=16.0. Cell line: HCC-2998. Drug 1: CCC(=C(C1=CC=CC=C1)C2=CC=C(C=C2)OCCN(C)C)C3=CC=CC=C3.C(C(=O)O)C(CC(=O)O)(C(=O)O)O. (2) Drug 1: CCC1(CC2CC(C3=C(CCN(C2)C1)C4=CC=CC=C4N3)(C5=C(C=C6C(=C5)C78CCN9C7C(C=CC9)(C(C(C8N6C=O)(C(=O)OC)O)OC(=O)C)CC)OC)C(=O)OC)O.OS(=O)(=O)O. Drug 2: CCN(CC)CCNC(=O)C1=C(NC(=C1C)C=C2C3=C(C=CC(=C3)F)NC2=O)C. Cell line: NCI-H226. Synergy scores: CSS=7.76, Synergy_ZIP=0.154, Synergy_Bliss=4.43, Synergy_Loewe=0.977, Synergy_HSA=1.77. (3) Drug 1: CC1=C(C=C(C=C1)NC2=NC=CC(=N2)N(C)C3=CC4=NN(C(=C4C=C3)C)C)S(=O)(=O)N.Cl. Drug 2: CC12CCC3C(C1CCC2O)C(CC4=C3C=CC(=C4)O)CCCCCCCCCS(=O)CCCC(C(F)(F)F)(F)F. Cell line: PC-3. Synergy scores: CSS=3.31, Synergy_ZIP=-0.837, Synergy_Bliss=0.274, Synergy_Loewe=0.731, Synergy_HSA=0.795. (4) Drug 1: CC(C)NC(=O)C1=CC=C(C=C1)CNNC.Cl. Drug 2: C1CNP(=O)(OC1)N(CCCl)CCCl. Cell line: M14. Synergy scores: CSS=-4.48, Synergy_ZIP=1.70, Synergy_Bliss=-0.415, Synergy_Loewe=-3.45, Synergy_HSA=-3.32. (5) Drug 1: C(CN)CNCCSP(=O)(O)O. Drug 2: COCCOC1=C(C=C2C(=C1)C(=NC=N2)NC3=CC=CC(=C3)C#C)OCCOC.Cl. Cell line: HOP-92. Synergy scores: CSS=1.71, Synergy_ZIP=2.12, Synergy_Bliss=5.04, Synergy_Loewe=-3.87, Synergy_HSA=0.328. (6) Synergy scores: CSS=5.76, Synergy_ZIP=-4.26, Synergy_Bliss=-1.86, Synergy_Loewe=-1.29, Synergy_HSA=-1.61. Cell line: SW-620. Drug 2: CS(=O)(=O)OCCCCOS(=O)(=O)C. Drug 1: CC12CCC3C(C1CCC2O)C(CC4=C3C=CC(=C4)O)CCCCCCCCCS(=O)CCCC(C(F)(F)F)(F)F. (7) Drug 1: CC1OCC2C(O1)C(C(C(O2)OC3C4COC(=O)C4C(C5=CC6=C(C=C35)OCO6)C7=CC(=C(C(=C7)OC)O)OC)O)O. Drug 2: CC1CCC2CC(C(=CC=CC=CC(CC(C(=O)C(C(C(=CC(C(=O)CC(OC(=O)C3CCCCN3C(=O)C(=O)C1(O2)O)C(C)CC4CCC(C(C4)OC)OP(=O)(C)C)C)C)O)OC)C)C)C)OC. Cell line: OVCAR3. Synergy scores: CSS=23.9, Synergy_ZIP=-9.69, Synergy_Bliss=-7.17, Synergy_Loewe=-1.33, Synergy_HSA=-0.667. (8) Drug 1: C1CCC(C1)C(CC#N)N2C=C(C=N2)C3=C4C=CNC4=NC=N3. Drug 2: COC1=C2C(=CC3=C1OC=C3)C=CC(=O)O2. Cell line: CCRF-CEM. Synergy scores: CSS=-2.65, Synergy_ZIP=1.73, Synergy_Bliss=-0.322, Synergy_Loewe=-4.44, Synergy_HSA=-3.85. (9) Drug 1: C1=C(C(=O)NC(=O)N1)N(CCCl)CCCl. Drug 2: CC1=C2C(C(=O)C3(C(CC4C(C3C(C(C2(C)C)(CC1OC(=O)C(C(C5=CC=CC=C5)NC(=O)OC(C)(C)C)O)O)OC(=O)C6=CC=CC=C6)(CO4)OC(=O)C)O)C)O. Cell line: A498. Synergy scores: CSS=22.7, Synergy_ZIP=-10.8, Synergy_Bliss=-4.11, Synergy_Loewe=-9.12, Synergy_HSA=-1.15. (10) Drug 1: COC1=C(C=C2C(=C1)N=CN=C2NC3=CC(=C(C=C3)F)Cl)OCCCN4CCOCC4. Drug 2: C1=CC(=C2C(=C1NCCNCCO)C(=O)C3=C(C=CC(=C3C2=O)O)O)NCCNCCO. Cell line: MOLT-4. Synergy scores: CSS=92.5, Synergy_ZIP=11.5, Synergy_Bliss=11.2, Synergy_Loewe=10.9, Synergy_HSA=13.2.